Task: Predict the reaction yield, written as a fraction of the theoretical maximum amount of product (1.0 means a 100% yield; for example, 0.34 means a 34% yield).. Dataset: Reaction yield outcomes from USPTO patents with 853,638 reactions The reactants are CC1(C)CCCC(C)(C)N1[Mg]Cl.[Cl-].[Li+].[N:15]1[CH:20]=[CH:19][C:18]([C:21]2[S:25][C:24]([C:26]([O:28][CH2:29][CH3:30])=[O:27])=[CH:23][CH:22]=2)=[CH:17][CH:16]=1.[CH:31]1[C:40]2[C:35](=[CH:36][CH:37]=[CH:38][CH:39]=2)[CH:34]=[CH:33][C:32]=1[CH:41]=[O:42]. The product is [OH:42][CH:41]([C:32]1[CH:33]=[CH:34][C:35]2[C:40](=[CH:39][CH:38]=[CH:37][CH:36]=2)[CH:31]=1)[C:23]1[CH:22]=[C:21]([C:18]2[CH:17]=[CH:16][N:15]=[CH:20][CH:19]=2)[S:25][C:24]=1[C:26]([O:28][CH2:29][CH3:30])=[O:27]. The yield is 0.490. The catalyst is C1COCC1.ClCCl.